Predict the product of the given reaction. From a dataset of Forward reaction prediction with 1.9M reactions from USPTO patents (1976-2016). (1) Given the reactants [NH2:1][C:2]1[S:3][C:4]([C:8]([O:10]CC)=[O:9])=[C:5]([CH3:7])[N:6]=1.[Cl:13][C:14]1[CH:15]=[CH:16][C:17]2[S:21][C:20]([S:22](Cl)(=[O:24])=[O:23])=[C:19]([CH3:26])[C:18]=2[CH:27]=1.N1C=CC=CC=1.[OH-].[Na+].C(O)(C(F)(F)F)=O, predict the reaction product. The product is: [Cl:13][C:14]1[CH:15]=[CH:16][C:17]2[S:21][C:20]([S:22]([NH:1][C:2]3[S:3][C:4]([C:8]([OH:10])=[O:9])=[C:5]([CH3:7])[N:6]=3)(=[O:24])=[O:23])=[C:19]([CH3:26])[C:18]=2[CH:27]=1. (2) Given the reactants [CH3:1][O:2][C:3]([C:5]1[CH:14]=[CH:13][C:12]2[C:11](=[O:15])[CH2:10][CH2:9][CH2:8][C:7]=2[CH:6]=1)=[O:4].[CH3:16][C:17]1[S:18][C:19]([CH:22]=O)=[CH:20][N:21]=1, predict the reaction product. The product is: [CH3:16][C:17]1[S:18][C:19]([CH:22]=[C:10]2[CH2:9][CH2:8][C:7]3[CH:6]=[C:5]([C:3]([O:2][CH3:1])=[O:4])[CH:14]=[CH:13][C:12]=3[C:11]2=[O:15])=[CH:20][N:21]=1. (3) Given the reactants O[CH:2]=[C:3]1[C:11]2[C:6](=[CH:7][C:8]([C:12]([C:14]3[CH:15]=[C:16]([NH:20][C:21]([C:23]4[N:24]([CH3:29])[N:25]=[C:26]([CH3:28])[CH:27]=4)=[O:22])[CH:17]=[CH:18][CH:19]=3)=[O:13])=[CH:9][CH:10]=2)[NH:5][C:4]1=[O:30].[CH3:31][N:32]([CH3:44])[CH2:33][CH:34]([NH:36][C:37]1[CH:42]=[CH:41][C:40]([NH2:43])=[CH:39][CH:38]=1)[CH3:35], predict the reaction product. The product is: [CH3:44][N:32]([CH3:31])[CH2:33][CH:34]([NH:36][C:37]1[CH:38]=[CH:39][C:40]([NH:43][CH:2]=[C:3]2[C:11]3[C:6](=[CH:7][C:8]([C:12]([C:14]4[CH:15]=[C:16]([NH:20][C:21]([C:23]5[N:24]([CH3:29])[N:25]=[C:26]([CH3:28])[CH:27]=5)=[O:22])[CH:17]=[CH:18][CH:19]=4)=[O:13])=[CH:9][CH:10]=3)[NH:5][C:4]2=[O:30])=[CH:41][CH:42]=1)[CH3:35].